Dataset: Full USPTO retrosynthesis dataset with 1.9M reactions from patents (1976-2016). Task: Predict the reactants needed to synthesize the given product. (1) Given the product [Cl:1][C:2]1[CH:7]=[C:6]([Cl:8])[CH:5]=[CH:4][C:3]=1[C:9]1[N:10]=[C:11]([CH2:28][CH3:29])[C:12]([NH:17][C@H:18]2[C@@H:19]([OH:27])[CH2:20][N:42]([C:46]([O:48][CH2:49][C:50]3[CH:55]=[CH:54][CH:53]=[CH:52][CH:51]=3)=[O:47])[CH2:41]2)=[N:13][C:14]=1[CH2:15][CH3:16], predict the reactants needed to synthesize it. The reactants are: [Cl:1][C:2]1[CH:7]=[C:6]([Cl:8])[CH:5]=[CH:4][C:3]=1[C:9]1[N:10]=[C:11]([CH2:28][CH3:29])[C:12]([NH:17][C@@H:18]2C3C(=CC=CC=3)[CH2:20][C@@H:19]2[OH:27])=[N:13][C:14]=1[CH2:15][CH3:16].BrC1N=C(CC)C(N[C@H]2[C@@H](O)C[N:42]([C:46]([O:48][CH2:49][C:50]3[CH:55]=[CH:54][CH:53]=[CH:52][CH:51]=3)=[O:47])[CH2:41]2)=NC=1CC. (2) Given the product [O:1]1[C:5]2[CH:6]=[CH:7][C:8]([C:10]3[S:14][C:13]([S:15]([NH:18][C:19]4[CH:27]=[CH:26][C:22]([C:23]([O:25][CH3:29])=[O:24])=[C:21]([OH:28])[CH:20]=4)(=[O:16])=[O:17])=[CH:12][CH:11]=3)=[CH:9][C:4]=2[CH2:3][CH2:2]1, predict the reactants needed to synthesize it. The reactants are: [O:1]1[C:5]2[CH:6]=[CH:7][C:8]([C:10]3[S:14][C:13]([S:15]([NH:18][C:19]4[CH:27]=[CH:26][C:22]([C:23]([OH:25])=[O:24])=[C:21]([OH:28])[CH:20]=4)(=[O:17])=[O:16])=[CH:12][CH:11]=3)=[CH:9][C:4]=2[CH2:3][CH2:2]1.[C:29](N1C=CN=C1)(N1C=CN=C1)=O.CO.N1C=CC=CC=1. (3) Given the product [CH2:5]([C@@H:2]1[CH2:3][O:4][C:17](=[O:19])[NH:1]1)[CH:6]([CH3:8])[CH3:7], predict the reactants needed to synthesize it. The reactants are: [NH2:1][C@H:2]([CH2:5][CH:6]([CH3:8])[CH3:7])[CH2:3][OH:4].C(N(CC)CC)C.Cl[C:17](Cl)([O:19]C(=O)OC(Cl)(Cl)Cl)Cl.[NH4+].[Cl-].